This data is from Full USPTO retrosynthesis dataset with 1.9M reactions from patents (1976-2016). The task is: Predict the reactants needed to synthesize the given product. (1) Given the product [Si:20]([O:19][CH2:18][C@@H:13]([N:6]1[CH:5]=[CH:4][C:3]2[C:8](=[CH:9][CH:10]=[CH:11][C:2]=2[NH:1][C:73](=[O:74])[CH:72]([C:69]2[CH:70]=[CH:71][C:66]([Cl:65])=[CH:67][CH:68]=2)[CH3:76])[C:7]1=[O:12])[C:14]([O:16][CH3:17])=[O:15])([C:23]([CH3:26])([CH3:25])[CH3:24])([CH3:22])[CH3:21], predict the reactants needed to synthesize it. The reactants are: [NH2:1][C:2]1[CH:11]=[CH:10][CH:9]=[C:8]2[C:3]=1[CH:4]=[CH:5][N:6]([C@H:13]([CH2:18][O:19][Si:20]([C:23]([CH3:26])([CH3:25])[CH3:24])([CH3:22])[CH3:21])[C:14]([O:16][CH3:17])=[O:15])[C:7]2=[O:12].CN(C)C=O.C(N(CC)C(C)C)(C)C.F[P-](F)(F)(F)(F)F.C[N+](C)=C(N(C)C)ON1C2N=CC=CC=2N=N1.[Cl:65][C:66]1[CH:71]=[CH:70][C:69]([CH:72]([CH3:76])[C:73](O)=[O:74])=[CH:68][CH:67]=1. (2) Given the product [CH3:1][C:2]([NH2:25])([CH3:24])[CH2:3][C:4]1[C:12]2[C:7](=[C:8]([O:13][C@@H:14]([CH3:23])[C:15]([N:17]3[CH2:22][CH2:21][O:20][CH2:19][CH2:18]3)=[O:16])[CH:9]=[CH:10][CH:11]=2)[NH:6][CH:5]=1, predict the reactants needed to synthesize it. The reactants are: [CH3:1][C:2]([NH:25]C(=O)OC(C)(C)C)([CH3:24])[CH2:3][C:4]1[C:12]2[C:7](=[C:8]([O:13][C@@H:14]([CH3:23])[C:15]([N:17]3[CH2:22][CH2:21][O:20][CH2:19][CH2:18]3)=[O:16])[CH:9]=[CH:10][CH:11]=2)[NH:6][CH:5]=1.Cl.C(=O)([O-])O.[Na+]. (3) Given the product [F:22][C:21]([F:23])([F:24])[C:15]1[CH:14]=[CH:13][CH:20]=[CH:19][C:16]=1[C:17]#[N:18], predict the reactants needed to synthesize it. The reactants are: N[C@H](CC1OC=CC=1)C(O)=O.F[C:13]1[CH:20]=[CH:19][C:16]([C:17]#[N:18])=[C:15]([C:21]([F:24])([F:23])[F:22])[CH:14]=1.CCN(C(C)C)C(C)C. (4) The reactants are: [OH:1][CH2:2][C:3](=[CH2:8])[C:4]([O:6][CH3:7])=[O:5].[CH2:9](O)[CH:10]=[CH2:11].[CH2:13]1N2CCN(CC2)C1.C(O)(=O)C.C(OC(C)C)(C)C.COC1C=CC(O)=CC=1.CC1(C)N([O])C(C)(C)CC(O)C1.O=O. Given the product [CH2:11]([O:1][CH2:2][C:3](=[CH2:8])[C:4]([O:6][CH3:7])=[O:5])[CH:10]=[CH2:9].[CH3:13][O:1][CH2:2][C:3](=[CH2:8])[C:4]([O:6][CH3:7])=[O:5], predict the reactants needed to synthesize it. (5) Given the product [ClH:2].[ClH:1].[ClH:2].[Cl:2][C:3]1[N:8]=[CH:7][C:6]([C:9]2[NH:13][C:12]([C@@H:14]3[CH2:18][CH2:17][CH2:16][NH:15]3)=[N:11][CH:10]=2)=[CH:5][N:4]=1, predict the reactants needed to synthesize it. The reactants are: [ClH:1].[Cl:2][C:3]1[N:8]=[CH:7][C:6]([C:9]2[NH:13][C:12]([C@@H:14]3[CH2:18][CH2:17][CH2:16][N:15]3C(OC(C)(C)C)=O)=[N:11][CH:10]=2)=[CH:5][N:4]=1.